This data is from Reaction yield outcomes from USPTO patents with 853,638 reactions. The task is: Predict the reaction yield, written as a fraction of the theoretical maximum amount of product (1.0 means a 100% yield; for example, 0.34 means a 34% yield). (1) The catalyst is CO. The product is [CH3:1][C:2]1[N:11]=[CH:10][C:9]2[CH2:8][CH2:7][CH:6]3[CH:12]([CH3:20])[C:13](=[O:14])[CH2:18][CH2:19][C:5]3([C:21]3[CH:22]=[CH:23][CH:24]=[CH:25][CH:26]=3)[C:4]=2[N:3]=1. The yield is 0.800. The reactants are [CH3:1][C:2]1[N:11]=[CH:10][C:9]2[CH2:8][CH2:7][CH:6]3[CH:12]([CH3:20])[C:13]4([CH2:18][CH2:19][C:5]3([C:21]3[CH:26]=[CH:25][CH:24]=[CH:23][CH:22]=3)[C:4]=2[N:3]=1)OCC[O:14]4.Cl. (2) The reactants are [NH2:1][C:2]1[CH:7]=[CH:6][CH:5]=[C:4]([O:8][CH2:9][O:10][CH3:11])[C:3]=1[CH2:12][CH2:13][C@H:14]([OH:16])[CH3:15].N1C=CC=CC=1.[C:23](OC(=O)C)(=[O:25])[CH3:24]. The catalyst is ClCCl. The product is [OH:16][C@H:14]([CH3:15])[CH2:13][CH2:12][C:3]1[C:4]([O:8][CH2:9][O:10][CH3:11])=[CH:5][CH:6]=[CH:7][C:2]=1[NH:1][C:23](=[O:25])[CH3:24]. The yield is 0.880. (3) The reactants are [Cl:1][C:2]1[N:7]=[C:6](Cl)[CH:5]=[CH:4][N:3]=1.[N:9]1([C:15]([O:17][C:18]([CH3:21])([CH3:20])[CH3:19])=[O:16])[CH2:14][CH2:13][NH:12][CH2:11][CH2:10]1.C(N(CC)CC)C.CN(C)C=O. The catalyst is O. The product is [Cl:1][C:2]1[N:7]=[C:6]([N:12]2[CH2:11][CH2:10][N:9]([C:15]([O:17][C:18]([CH3:21])([CH3:20])[CH3:19])=[O:16])[CH2:14][CH2:13]2)[CH:5]=[CH:4][N:3]=1. The yield is 0.900. (4) The reactants are [CH:1]1([CH2:6][CH:7]([C:17]2[CH:22]=[CH:21][C:20]([N+:23]([O-])=O)=[CH:19][CH:18]=2)[C:8]([NH:10][C:11]2[CH:16]=[CH:15][CH:14]=[CH:13][N:12]=2)=[O:9])[CH2:5][CH2:4][CH2:3][CH2:2]1.[H][H]. The catalyst is C(OCC)(=O)C.CO.[Pd]. The product is [NH2:23][C:20]1[CH:19]=[CH:18][C:17]([CH:7]([CH2:6][CH:1]2[CH2:5][CH2:4][CH2:3][CH2:2]2)[C:8]([NH:10][C:11]2[CH:16]=[CH:15][CH:14]=[CH:13][N:12]=2)=[O:9])=[CH:22][CH:21]=1. The yield is 0.843. (5) The yield is 0.900. The catalyst is C(OCC)(=O)C. The product is [OH:13][C@H:14]1[CH2:15][CH2:16][C@H:17]([N:20]2[C:25](=[O:26])[C:24]([CH2:27][C:28]3[CH:33]=[CH:32][C:31]([C:34]4[CH:39]=[CH:38][CH:37]=[CH:36][C:35]=4[C:40]4[NH:3][C:4](=[O:7])[O:5][N:41]=4)=[CH:30][CH:29]=3)=[C:23]([CH2:42][CH2:43][CH3:44])[N:22]3[N:45]=[CH:46][CH:47]=[C:21]23)[CH2:18][CH2:19]1. The reactants are [Cl-].O[NH3+:3].[C:4](=[O:7])([O-])[OH:5].[Na+].CS(C)=O.[OH:13][C@H:14]1[CH2:19][CH2:18][C@H:17]([N:20]2[C:25](=[O:26])[C:24]([CH2:27][C:28]3[CH:33]=[CH:32][C:31]([C:34]4[C:35]([C:40]#[N:41])=[CH:36][CH:37]=[CH:38][CH:39]=4)=[CH:30][CH:29]=3)=[C:23]([CH2:42][CH2:43][CH3:44])[N:22]3[N:45]=[CH:46][CH:47]=[C:21]23)[CH2:16][CH2:15]1.